This data is from Forward reaction prediction with 1.9M reactions from USPTO patents (1976-2016). The task is: Predict the product of the given reaction. (1) Given the reactants C[Si](C)(C)[N-][Si](C)(C)C.[Li+].[SH:11][C:12]1[S:13][CH:14]=[C:15](C2C[C@@H](C(C)C)N(C(OCC=C)=O)CC=2)[N:16]=1.O(P(OC1C=CC=CC=1)O[C:41]1[C@H:47]([CH3:48])[C@H:46]2[N:43]([C:44](=[O:56])[C@@H:45]2[C@H:49]([O:51][Si](C)(C)C)[CH3:50])[C:42]=1[C:57]([O:59]CC=C)=[O:58])C1C=CC=CC=1.[C:70](#[N:72])C.[C:73](O)(=O)[CH3:74].C([SnH]([CH2:86][CH2:87][CH2:88][CH3:89])CCCC)CCC.P([O-])([O-])([O-])=O.[CH2:95]1COCC1, predict the reaction product. The product is: [OH:51][C@@H:49]([C@H:45]1[C:44](=[O:56])[N:43]2[C@@H:46]1[C@@H:47]([CH3:48])[C:41]([S:11][C:12]1[S:13][CH:14]=[C:15]([C:88]3[CH2:89][NH:72][C@H:70]([CH:73]([CH3:74])[CH3:95])[CH2:86][CH:87]=3)[N:16]=1)=[C:42]2[C:57]([OH:59])=[O:58])[CH3:50]. (2) The product is: [Cl:24][C:5]1[C:6]([N:8]([CH3:23])[CH:9]2[CH2:14][CH2:13][N:12]([C:15]3[CH:22]=[CH:21][C:18]([C:19]#[N:20])=[CH:17][N:16]=3)[CH2:11][CH2:10]2)=[N:7][C:2]([NH:32][C:28]2[CH:29]=[C:30]([CH3:31])[N:26]([CH3:25])[N:27]=2)=[N:3][CH:4]=1. Given the reactants Cl[C:2]1[N:7]=[C:6]([N:8]([CH3:23])[CH:9]2[CH2:14][CH2:13][N:12]([C:15]3[CH:22]=[CH:21][C:18]([C:19]#[N:20])=[CH:17][N:16]=3)[CH2:11][CH2:10]2)[C:5]([Cl:24])=[CH:4][N:3]=1.[CH3:25][N:26]1[C:30]([CH3:31])=[CH:29][C:28]([NH2:32])=[N:27]1.FC(F)(F)C(O)=O, predict the reaction product. (3) Given the reactants [N:1]1[C:10]2[C:5](=[CH:6][CH:7]=[CH:8][CH:9]=2)[CH:4]=[CH:3][C:2]=1[CH2:11][O:12][C:13]1[CH:18]=[CH:17][C:16]([CH2:19][C:20]([O:22][CH2:23][C:24]([C:26]2[CH:31]=[CH:30][C:29]([O:32][CH3:33])=[C:28]([Cl:34])[CH:27]=2)=O)=[O:21])=[CH:15][CH:14]=1.[H-].[Na+], predict the reaction product. The product is: [Cl:34][C:28]1[CH:27]=[C:26]([C:24]2[CH2:23][O:22][C:20](=[O:21])[C:19]=2[C:16]2[CH:15]=[CH:14][C:13]([O:12][CH2:11][C:2]3[CH:3]=[CH:4][C:5]4[C:10](=[CH:9][CH:8]=[CH:7][CH:6]=4)[N:1]=3)=[CH:18][CH:17]=2)[CH:31]=[CH:30][C:29]=1[O:32][CH3:33]. (4) Given the reactants C1C=CC(P(C2C=CC=CC=2)C2C=CC=CC=2)=CC=1.[CH3:20][CH2:21][O:22]C(/N=N/C(OCC)=O)=O.[C:32]([N:39]1[CH2:43][C@@H:42](O)[C@@H:41]([NH:45][S:46]([C:49]2[CH:54]=[CH:53][C:52]([O:55][C:56]3[CH:61]=[CH:60][CH:59]=[CH:58][CH:57]=3)=[CH:51][CH:50]=2)(=[O:48])=[O:47])[CH2:40]1)([O:34][C:35]([CH3:38])([CH3:37])[CH3:36])=[O:33].[S:62]1C=CC=C1CC(O)=O, predict the reaction product. The product is: [C:32]([N:39]1[CH2:43][C@H:42]([S:62][C:21](=[O:22])[CH3:20])[C@@H:41]([NH:45][S:46]([C:49]2[CH:54]=[CH:53][C:52]([O:55][C:56]3[CH:57]=[CH:58][CH:59]=[CH:60][CH:61]=3)=[CH:51][CH:50]=2)(=[O:47])=[O:48])[CH2:40]1)([O:34][C:35]([CH3:38])([CH3:37])[CH3:36])=[O:33]. (5) Given the reactants Cl.[NH2:2][CH:3]([CH2:8][C:9]([O:11][CH3:12])=[O:10])[C:4]([O:6][CH3:7])=[O:5].[Cl:13][C:14]1[CH:15]=[C:16]2[C:21](=[C:22]([Cl:24])[CH:23]=1)[CH2:20][N:19]([CH3:25])[CH2:18][CH:17]2[C:26]1[CH:27]=[C:28]([S:32](Cl)(=[O:34])=[O:33])[CH:29]=[CH:30][CH:31]=1, predict the reaction product. The product is: [Cl:13][C:14]1[CH:15]=[C:16]2[C:21](=[C:22]([Cl:24])[CH:23]=1)[CH2:20][N:19]([CH3:25])[CH2:18][CH:17]2[C:26]1[CH:27]=[C:28]([S:32]([NH:2][CH:3]([CH2:8][C:9]([O:11][CH3:12])=[O:10])[C:4]([O:6][CH3:7])=[O:5])(=[O:34])=[O:33])[CH:29]=[CH:30][CH:31]=1. (6) Given the reactants [NH2:1][C:2]1[S:3][C:4]([C:17]2[CH:22]=[CH:21][CH:20]=[C:19]([F:23])[CH:18]=2)=[C:5]([C:7]([N:9]2[C@H:14]([CH2:15][NH2:16])[CH2:13][C@H:12]3[C@@H:10]2[CH2:11]3)=[O:8])[N:6]=1.[O:24]1[C:28]2[CH:29]=[CH:30][CH:31]=[CH:32][C:27]=2[C:26]([C:33](O)=[O:34])=[N:25]1, predict the reaction product. The product is: [NH2:1][C:2]1[S:3][C:4]([C:17]2[CH:22]=[CH:21][CH:20]=[C:19]([F:23])[CH:18]=2)=[C:5]([C:7]([N:9]2[C@H:14]([CH2:15][NH:16][C:33]([C:26]3[C:27]4[CH:32]=[CH:31][CH:30]=[CH:29][C:28]=4[O:24][N:25]=3)=[O:34])[CH2:13][C@H:12]3[C@@H:10]2[CH2:11]3)=[O:8])[N:6]=1. (7) Given the reactants [CH3:1][O:2][C:3]1[CH:12]=[C:11]2[C:6]([CH2:7][CH2:8][CH2:9][C:10]2=[N:13]O)=[CH:5][CH:4]=1.CC(C[AlH]CC(C)C)C, predict the reaction product. The product is: [CH3:1][O:2][C:3]1[CH:12]=[CH:11][C:6]2[CH2:7][CH2:8][CH2:9][CH2:10][NH:13][C:5]=2[CH:4]=1. (8) The product is: [F:12][B-:13]([F:16])([F:15])[F:14].[CH2:2]([N+:6]1[CH:10]=[CH:9][N:8]([CH3:11])[CH:7]=1)[CH2:3][CH2:4][CH3:5]. Given the reactants [Cl-].[CH2:2]([N+:6]1[CH:10]=[CH:9][N:8]([CH3:11])[CH:7]=1)[CH2:3][CH2:4][CH3:5].[F:12][B-:13]([F:16])([F:15])[F:14].[Na+], predict the reaction product. (9) Given the reactants C([N:3]([CH2:6]C)[CH2:4][CH3:5])C.N1[CH2:13][CH2:12][O:11]CC1.[ClH:14].N[C@@H:16]1[CH2:21][CH2:20][CH2:19][CH2:18][C@H:17]1O.Cl([O-])(=O)(=O)=O.[CH3:28][N+:29]1[N:33]=[CH:32][S:31]C=1SC.[CH2:36](O)[CH3:37], predict the reaction product. The product is: [Cl:14][C:16]1[CH:21]=[CH:20][C:19]([C:32]2[S:31][C:6](=[N:3][C@@H:4]3[CH2:5][CH2:37][CH2:36][CH2:13][C@H:12]3[OH:11])[N:29]([CH3:28])[N:33]=2)=[CH:18][CH:17]=1. (10) Given the reactants Br[C:2]1[CH:3]=[CH:4][C:5]2[N:6]([CH3:17])[C:7]3[C:12]([S:13][C:14]=2[CH:15]=1)=[CH:11][C:10](Br)=[CH:9][CH:8]=3.[C:18]1(B(O)O)[CH:23]=[CH:22][CH:21]=[CH:20][CH:19]=1.C(=O)([O-])[O-].[K+].[K+], predict the reaction product. The product is: [CH3:17][N:6]1[C:7]2[CH:8]=[CH:9][C:10]([C:18]3[CH:23]=[CH:22][CH:21]=[CH:20][CH:19]=3)=[CH:11][C:12]=2[S:13][C:14]2[C:5]1=[CH:4][CH:3]=[C:2]([C:2]1[CH:3]=[CH:4][CH:5]=[CH:14][CH:15]=1)[CH:15]=2.